Dataset: Catalyst prediction with 721,799 reactions and 888 catalyst types from USPTO. Task: Predict which catalyst facilitates the given reaction. (1) Reactant: [Br:1][C:2]1[CH:7]=[CH:6][C:5]([S:8](Cl)(=[O:10])=[O:9])=[C:4]([CH2:12][CH3:13])[CH:3]=1.[NH4+:14].[OH-]. Product: [Br:1][C:2]1[CH:7]=[CH:6][C:5]([S:8]([NH2:14])(=[O:10])=[O:9])=[C:4]([CH2:12][CH3:13])[CH:3]=1. The catalyst class is: 12. (2) Reactant: [C:1]1([C:11](OCC)=[O:12])([C:4]([O:6][C:7]([CH3:10])([CH3:9])[CH3:8])=[O:5])[CH2:3][CH2:2]1.[H-].C(O[Al](OC(C)(C)C)OC(C)(C)C)(C)(C)C.[Li+]. Product: [OH:12][CH2:11][C:1]1([C:4]([O:6][C:7]([CH3:10])([CH3:9])[CH3:8])=[O:5])[CH2:2][CH2:3]1. The catalyst class is: 1. (3) Reactant: Cl.CN(C)CCCN=C=NCC.[C:13]1([CH2:19][O:20][N:21]2[C:27](=[O:28])[N:26]3[CH2:29][C@H:22]2[CH2:23][CH2:24][C@H:25]3[C:30]([OH:32])=[O:31])[CH:18]=[CH:17][CH:16]=[CH:15][CH:14]=1.O[CH2:34][CH:35]1[CH2:40][CH2:39][N:38]([C:41]([O:43][C:44]([CH3:47])([CH3:46])[CH3:45])=[O:42])[CH2:37][CH2:36]1. Product: [CH2:19]([O:20][N:21]1[C:27](=[O:28])[N:26]2[CH2:29][C@H:22]1[CH2:23][CH2:24][C@H:25]2[C:30]([O:32][CH2:34][CH:35]1[CH2:40][CH2:39][N:38]([C:41]([O:43][C:44]([CH3:45])([CH3:47])[CH3:46])=[O:42])[CH2:37][CH2:36]1)=[O:31])[C:13]1[CH:18]=[CH:17][CH:16]=[CH:15][CH:14]=1. The catalyst class is: 119. (4) Reactant: [Si:1]([O:8]S(C(F)(F)F)(=O)=O)([C:4]([CH3:7])([CH3:6])[CH3:5])([CH3:3])[CH3:2].O[C@@H:17]1[N:23]([C:24]([O:26][CH2:27][CH:28]=[CH2:29])=[O:25])[C:22]2[CH:30]=[C:31]([O:36][Si:37]([CH:44]([CH3:46])[CH3:45])([CH:41]([CH3:43])[CH3:42])[CH:38]([CH3:40])[CH3:39])[C:32]([O:34][CH3:35])=[CH:33][C:21]=2[C:20](=[O:47])[N:19]2[CH:48]=[C:49]([CH3:51])[CH2:50][C@@H:18]12.N1C(C)=CC=CC=1C. Product: [Si:1]([O:8][C@@H:17]1[N:23]([C:24]([O:26][CH2:27][CH:28]=[CH2:29])=[O:25])[C:22]2[CH:30]=[C:31]([O:36][Si:37]([CH:41]([CH3:42])[CH3:43])([CH:44]([CH3:46])[CH3:45])[CH:38]([CH3:39])[CH3:40])[C:32]([O:34][CH3:35])=[CH:33][C:21]=2[C:20](=[O:47])[N:19]2[CH:48]=[C:49]([CH3:51])[CH2:50][C@@H:18]12)([C:4]([CH3:7])([CH3:6])[CH3:5])([CH3:3])[CH3:2]. The catalyst class is: 4. (5) Product: [Br:1][C:2]1[CH:9]=[CH:8][C:5]([CH2:6][N:14]2[CH2:15][CH2:16][C:11]([CH3:17])([CH3:10])[CH2:12][CH2:13]2)=[CH:4][CH:3]=1. The catalyst class is: 10. Reactant: [Br:1][C:2]1[CH:9]=[CH:8][C:5]([CH2:6]Br)=[CH:4][CH:3]=1.[CH3:10][C:11]1([CH3:17])[CH2:16][CH2:15][NH:14][CH2:13][CH2:12]1.C(=O)([O-])[O-].[K+].[K+]. (6) Reactant: [O:1]([CH2:8][C:9]1[CH:14]=[CH:13][C:12]([C:15]2[NH:29][C:18]3=[N:19][C:20]([CH:23]4[CH2:28][CH2:27][CH2:26][NH:25][CH2:24]4)=[CH:21][CH:22]=[C:17]3[N:16]=2)=[CH:11][CH:10]=1)[C:2]1[CH:7]=[CH:6][CH:5]=[CH:4][CH:3]=1.C=O.[C:32](O[BH-](OC(=O)C)OC(=O)C)(=O)C.[Na+]. Product: [CH3:32][N:25]1[CH2:26][CH2:27][CH2:28][CH:23]([C:20]2[N:19]=[C:18]3[NH:29][C:15]([C:12]4[CH:13]=[CH:14][C:9]([CH2:8][O:1][C:2]5[CH:3]=[CH:4][CH:5]=[CH:6][CH:7]=5)=[CH:10][CH:11]=4)=[N:16][C:17]3=[CH:22][CH:21]=2)[CH2:24]1. The catalyst class is: 5. (7) Product: [OH:8][C:5]1[C:4]([CH3:9])=[C:3]2[C:2](=[CH:7][CH:6]=1)[C:18](=[O:19])[O:11][CH2:10]2. The catalyst class is: 6. Reactant: Br[C:2]1[CH:7]=[CH:6][C:5]([OH:8])=[C:4]([CH3:9])[C:3]=1[CH2:10][OH:11].C([Cu])#N.CN([CH:18]=[O:19])C. (8) Reactant: C([O:4][CH2:5][CH2:6][CH2:7][N:8]1[CH2:13][CH2:12][CH:11]([C:14]2[C:19]([C:20]#[N:21])=[C:18]([S:22][CH2:23][C:24]3[N:25]=[C:26]([C:29]4[CH:34]=[CH:33][C:32]([Cl:35])=[CH:31][CH:30]=4)[S:27][CH:28]=3)[N:17]=[C:16]([NH2:36])[C:15]=2[C:37]#[N:38])[CH2:10][CH2:9]1)(=O)C.[OH-].[Li+]. Product: [NH2:36][C:16]1[C:15]([C:37]#[N:38])=[C:14]([CH:11]2[CH2:12][CH2:13][N:8]([CH2:7][CH2:6][CH2:5][OH:4])[CH2:9][CH2:10]2)[C:19]([C:20]#[N:21])=[C:18]([S:22][CH2:23][C:24]2[N:25]=[C:26]([C:29]3[CH:34]=[CH:33][C:32]([Cl:35])=[CH:31][CH:30]=3)[S:27][CH:28]=2)[N:17]=1. The catalyst class is: 38. (9) Reactant: [OH-].[Na+].[CH3:3][S:4][C:5]1[S:9][C:8]([C:10]2[N:11]=[C:12]([O:19][C:20]3[CH:25]=[CH:24][C:23]([CH2:26][C:27]([O:29]C)=[O:28])=[CH:22][CH:21]=3)[C:13]3[CH2:18][CH2:17][CH2:16][C:14]=3[N:15]=2)=[CH:7][CH:6]=1.Cl. Product: [CH3:3][S:4][C:5]1[S:9][C:8]([C:10]2[N:11]=[C:12]([O:19][C:20]3[CH:21]=[CH:22][C:23]([CH2:26][C:27]([OH:29])=[O:28])=[CH:24][CH:25]=3)[C:13]3[CH2:18][CH2:17][CH2:16][C:14]=3[N:15]=2)=[CH:7][CH:6]=1. The catalyst class is: 1.